From a dataset of Full USPTO retrosynthesis dataset with 1.9M reactions from patents (1976-2016). Predict the reactants needed to synthesize the given product. Given the product [CH2:1]([O:3][C:4](=[O:33])[C:5]([CH3:32])([CH3:31])[CH2:6][C:7]1[N:8]([CH2:23][C:24]2[CH:25]=[CH:26][C:27]([Br:30])=[CH:28][CH:29]=2)[C:9]2[C:14]([C:15]=1[S:16][C:17]([CH3:20])([CH3:19])[CH3:18])=[CH:13][C:12]([OH:21])=[CH:11][CH:10]=2)[CH3:2], predict the reactants needed to synthesize it. The reactants are: [CH2:1]([O:3][C:4](=[O:33])[C:5]([CH3:32])([CH3:31])[CH2:6][C:7]1[N:8]([CH2:23][C:24]2[CH:29]=[CH:28][C:27]([Br:30])=[CH:26][CH:25]=2)[C:9]2[C:14]([C:15]=1[S:16][C:17]([CH3:20])([CH3:19])[CH3:18])=[CH:13][C:12]([O:21]C)=[CH:11][CH:10]=2)[CH3:2].CC(S)(C)C.[Cl-].[Al+3].[Cl-].[Cl-].